From a dataset of Reaction yield outcomes from USPTO patents with 853,638 reactions. Predict the reaction yield, written as a fraction of the theoretical maximum amount of product (1.0 means a 100% yield; for example, 0.34 means a 34% yield). (1) The reactants are [N+:1]([C:4]1[CH:5]=[C:6]([CH:8]=[CH:9][CH:10]=1)[NH2:7])([O-:3])=[O:2].[F:11][C:12]([F:25])([O:16][C:17]1[CH:18]=[C:19]([CH:22]=[CH:23][CH:24]=1)[CH:20]=O)[CH:13]([F:15])[F:14].C(O)(=O)C.[BH-](OC(C)=O)(OC(C)=O)OC(C)=O.[Na+]. The catalyst is ClC(Cl)C. The product is [N+:1]([C:4]1[CH:5]=[C:6]([NH:7][CH2:20][C:19]2[CH:22]=[CH:23][CH:24]=[C:17]([O:16][C:12]([F:11])([F:25])[CH:13]([F:14])[F:15])[CH:18]=2)[CH:8]=[CH:9][CH:10]=1)([O-:3])=[O:2]. The yield is 0.700. (2) The reactants are [Cl:1][C:2]1[CH:7]=[CH:6][C:5]([CH:8]2[CH2:13][C:12](=[O:14])[NH:11][C:10]([CH3:15])=[C:9]2[C:16]([OH:18])=O)=[CH:4][CH:3]=1.[NH2:19][C:20]1[CH:21]=[C:22]2[C:26](=[CH:27][C:28]=1[F:29])[NH:25][N:24]=[CH:23]2.C(Cl)CCl.CCN(CC)CC. The catalyst is CN(C=O)C.CCOC(C)=O.Cl. The product is [Cl:1][C:2]1[CH:3]=[CH:4][C:5]([CH:8]2[CH2:13][C:12](=[O:14])[NH:11][C:10]([CH3:15])=[C:9]2[C:16]([NH:19][C:20]2[CH:21]=[C:22]3[C:26](=[CH:27][C:28]=2[F:29])[NH:25][N:24]=[CH:23]3)=[O:18])=[CH:6][CH:7]=1. The yield is 0.230. (3) The reactants are [C:1]([O:5][C:6](=[O:38])[CH2:7][O:8][C:9]1[C:14]2[CH2:15][CH2:16][CH2:17][CH2:18][CH:19]([NH:20][S:21]([C:24]3[CH:29]=[C:28]([S:30]([CH3:33])(=[O:32])=[O:31])[CH:27]=[C:26]([S:34]([CH3:37])(=[O:36])=[O:35])[CH:25]=3)(=[O:23])=[O:22])[C:13]=2[CH:12]=[CH:11][CH:10]=1)([CH3:4])([CH3:3])[CH3:2].CI.[C:41]([O-])([O-])=O.[K+].[K+]. The catalyst is CN(C=O)C. The product is [C:1]([O:5][C:6](=[O:38])[CH2:7][O:8][C:9]1[C:14]2[CH2:15][CH2:16][CH2:17][CH2:18][CH:19]([N:20]([S:21]([C:24]3[CH:25]=[C:26]([S:34]([CH3:37])(=[O:36])=[O:35])[CH:27]=[C:28]([S:30]([CH3:33])(=[O:32])=[O:31])[CH:29]=3)(=[O:22])=[O:23])[CH3:41])[C:13]=2[CH:12]=[CH:11][CH:10]=1)([CH3:4])([CH3:3])[CH3:2]. The yield is 0.720. (4) The reactants are CC(OC(/N=N/C(OC(C)C)=O)=O)C.[OH:15][C:16]1[CH:17]=[C:18]([CH:24]2[CH2:28][NH:27][C:26](=[O:29])[CH2:25]2)[CH:19]=[CH:20][C:21]=1[O:22][CH3:23].[CH2:30](O)[CH:31]=[CH:32][C:33]1[CH:38]=[CH:37][CH:36]=[CH:35][CH:34]=1.C1(P(C2C=CC=CC=2)C2C=CC=CC=2)C=CC=CC=1. The catalyst is O1CCCC1. The product is [CH2:30]([O:15][C:16]1[CH:17]=[C:18]([CH:24]2[CH2:28][NH:27][C:26](=[O:29])[CH2:25]2)[CH:19]=[CH:20][C:21]=1[O:22][CH3:23])[CH:31]=[CH:32][C:33]1[CH:38]=[CH:37][CH:36]=[CH:35][CH:34]=1. The yield is 0.700. (5) The reactants are [Cl:1][C:2]1[CH:3]=[C:4]2[C:9](=[CH:10][CH:11]=1)[CH:8]=[C:7]([SH:12])[CH:6]=[CH:5]2.[CH3:13][C:14]([CH3:19])=[CH:15][C:16]([OH:18])=[O:17].C(N(CC)CC)C. The catalyst is C1COCC1. The product is [Cl:1][C:2]1[CH:3]=[C:4]2[C:9](=[CH:10][CH:11]=1)[CH:8]=[C:7]([S:12][C:14]([CH3:19])([CH3:13])[CH2:15][C:16]([OH:18])=[O:17])[CH:6]=[CH:5]2. The yield is 0.0700. (6) The reactants are [F:1][C:2]1[CH:3]=[C:4]([CH:23]=[CH:24][CH:25]=1)[CH2:5][O:6][C:7]1[CH:12]=[CH:11][C:10]([C:13]2([CH2:17][C:18]([O:20]CC)=[O:19])[CH2:16][O:15][CH2:14]2)=[CH:9][CH:8]=1. The catalyst is C1COCC1.CO.O.[OH-].[Li+]. The product is [F:1][C:2]1[CH:3]=[C:4]([CH:23]=[CH:24][CH:25]=1)[CH2:5][O:6][C:7]1[CH:8]=[CH:9][C:10]([C:13]2([CH2:17][C:18]([OH:20])=[O:19])[CH2:16][O:15][CH2:14]2)=[CH:11][CH:12]=1. The yield is 0.870. (7) The reactants are [CH2:1]([N:3]1[CH:7]=[C:6]([C:8]2[CH:13]=[CH:12][N:11]=[C:10]3[NH:14][CH:15]=[CH:16][C:9]=23)[C:5]([C:17]2[CH:23]=[CH:22][C:20]([NH2:21])=[CH:19][CH:18]=2)=[N:4]1)[CH3:2].[N:24]1([C:29](Cl)=[O:30])[CH2:28][CH2:27][CH2:26][CH2:25]1. The catalyst is N1C=CC=CC=1. The product is [CH2:1]([N:3]1[CH:7]=[C:6]([C:8]2[CH:13]=[CH:12][N:11]=[C:10]3[NH:14][CH:15]=[CH:16][C:9]=23)[C:5]([C:17]2[CH:23]=[CH:22][C:20]([NH:21][C:29]([N:24]3[CH2:28][CH2:27][CH2:26][CH2:25]3)=[O:30])=[CH:19][CH:18]=2)=[N:4]1)[CH3:2]. The yield is 0.520. (8) The reactants are C[O:2][C:3](=O)[CH2:4][C:5]1[C:6]([Cl:12])=[N:7][CH:8]=[N:9][C:10]=1[Cl:11].CC(C[AlH]CC(C)C)C. The catalyst is CCOCC. The product is [Cl:11][C:10]1[C:5]([CH2:4][CH2:3][OH:2])=[C:6]([Cl:12])[N:7]=[CH:8][N:9]=1. The yield is 0.970. (9) The reactants are [CH2:1]([C@H:3]1[C@@H:7]([C:8]2[N:12]3[C:13]4[CH:19]=[CH:18][N:17](S(C5C=CC(C)=CC=5)(=O)=O)[C:14]=4[N:15]=[CH:16][C:11]3=[N:10][N:9]=2)[CH2:6][C@@H:5]([NH:30][S:31]([CH:34]=[CH2:35])(=[O:33])=[O:32])[CH2:4]1)[CH3:2].CCN(C(C)C)C(C)C.[NH:45]1[CH:49]=[C:48]([C:50]#[N:51])[CH:47]=[N:46]1. The catalyst is C(O)CC.C(Cl)Cl. The product is [C:50]([C:48]1[CH:49]=[N:45][N:46]([CH2:35][CH2:34][S:31]([NH:30][C@@H:5]2[CH2:6][C@H:7]([C:8]3[N:12]4[C:13]5[CH:19]=[CH:18][NH:17][C:14]=5[N:15]=[CH:16][C:11]4=[N:10][N:9]=3)[C@H:3]([CH2:1][CH3:2])[CH2:4]2)(=[O:32])=[O:33])[CH:47]=1)#[N:51]. The yield is 0.420. (10) The reactants are F[C:2]1[CH:9]=[C:8]([F:10])[CH:7]=[CH:6][C:3]=1[C:4]#[N:5].O.[NH2:12][NH2:13]. No catalyst specified. The product is [F:10][C:8]1[CH:9]=[C:2]2[C:3]([C:4]([NH2:5])=[N:12][NH:13]2)=[CH:6][CH:7]=1. The yield is 0.380.